From a dataset of Peptide-MHC class I binding affinity with 185,985 pairs from IEDB/IMGT. Regression. Given a peptide amino acid sequence and an MHC pseudo amino acid sequence, predict their binding affinity value. This is MHC class I binding data. (1) The peptide sequence is DGLQSSDDF. The MHC is Mamu-A02 with pseudo-sequence Mamu-A02. The binding affinity (normalized) is 0.125. (2) The peptide sequence is LEVPAMGVL. The MHC is HLA-B40:01 with pseudo-sequence HLA-B40:01. The binding affinity (normalized) is 0.703. (3) The binding affinity (normalized) is 0. The peptide sequence is AENLWVTVY. The MHC is HLA-B07:02 with pseudo-sequence HLA-B07:02. (4) The peptide sequence is NISGYNFS. The MHC is H-2-Db with pseudo-sequence H-2-Db. The binding affinity (normalized) is 0. (5) The binding affinity (normalized) is 0.116. The MHC is Mamu-A02 with pseudo-sequence Mamu-A02. The peptide sequence is KLAYRKQNM. (6) The peptide sequence is GRLLGEVEDG. The MHC is HLA-B27:05 with pseudo-sequence HLA-B27:05. The binding affinity (normalized) is 0. (7) The peptide sequence is VTYVPSQER. The MHC is HLA-A11:01 with pseudo-sequence HLA-A11:01. The binding affinity (normalized) is 0.373. (8) The peptide sequence is RPCFWVELI. The MHC is HLA-B35:01 with pseudo-sequence HLA-B35:01. The binding affinity (normalized) is 0. (9) The MHC is Mamu-B17 with pseudo-sequence Mamu-B17. The binding affinity (normalized) is 0.0432. The peptide sequence is TELTYLQYGW. (10) The peptide sequence is RAIMTTWTV. The MHC is HLA-B46:01 with pseudo-sequence HLA-B46:01. The binding affinity (normalized) is 0.0847.